Predict which catalyst facilitates the given reaction. From a dataset of Catalyst prediction with 721,799 reactions and 888 catalyst types from USPTO. (1) Reactant: Br[C:2]1[CH:3]=[CH:4][C:5](O)=[C:6]([C:8]2[CH:17]=[CH:16][C:15]3[C:10](=[CH:11][CH:12]=[C:13]([C:18]4[N:22]([CH:23]5[CH2:28][CH2:27][CH2:26][CH2:25][CH2:24]5)[C:21]5[CH:29]=[CH:30][C:31]([C:33]([OH:35])=[O:34])=[CH:32][C:20]=5[N:19]=4)[CH:14]=3)[N:9]=2)[CH:7]=1.[O:37]1C2C=CC(C(=O)C)=CC=2[CH2:39][CH2:38]1.[OH-].[K+]. Product: [CH:23]1([N:22]2[C:21]3[CH:29]=[CH:30][C:31]([C:33]([OH:35])=[O:34])=[CH:32][C:20]=3[N:19]=[C:18]2[C:13]2[CH:14]=[C:15]3[C:10](=[CH:11][CH:12]=2)[N:9]=[C:8]([C:6]2[CH:5]=[CH:4][C:3]4[O:37][CH2:38][CH2:39][C:2]=4[CH:7]=2)[CH:17]=[CH:16]3)[CH2:24][CH2:25][CH2:26][CH2:27][CH2:28]1. The catalyst class is: 8. (2) Reactant: CS[C:3]1[C@H:9]([NH:10][C:11](=[O:20])[O:12][CH2:13][C:14]2[CH:19]=[CH:18][CH:17]=[CH:16][CH:15]=2)[CH2:8][CH2:7][C:6]2[CH:21]=[CH:22][CH:23]=[CH:24][C:5]=2[N:4]=1.[CH2:25]([NH2:28])[C:26]#[CH:27].O.C1(C)C=CC(S(O)(=O)=O)=CC=1.C1(OC2C=CC=CC=2)C=CC=CC=1.C1(C2C=CC=CC=2)C=CC=CC=1.Cl. Product: [CH3:27][C:26]1[N:4]2[C:5]3[CH:24]=[CH:23][CH:22]=[CH:21][C:6]=3[CH2:7][CH2:8][CH:9]([NH:10][C:11](=[O:20])[O:12][CH2:13][C:14]3[CH:19]=[CH:18][CH:17]=[CH:16][CH:15]=3)[C:3]2=[N:28][CH:25]=1. The catalyst class is: 28. (3) Reactant: [CH3:1][O:2][C:3]1[CH:10]=[C:9]([OH:11])[CH:8]=[CH:7][C:4]=1[CH:5]=[O:6].[O:12]1[CH:17]=[CH:16][CH2:15][CH2:14][CH2:13]1.C1(C)C=CC(S([O-])(=O)=O)=CC=1.[NH+]1C=CC=CC=1. Product: [CH3:1][O:2][C:3]1[CH:10]=[C:9]([O:11][CH:13]2[CH2:14][CH2:15][CH2:16][CH2:17][O:12]2)[CH:8]=[CH:7][C:4]=1[CH:5]=[O:6]. The catalyst class is: 2. (4) Reactant: Br[C:2]1[C:10]2[O:9][CH:8]=[C:7]([CH2:11][C:12]3[CH:17]=[CH:16][CH:15]=[C:14]([F:18])[CH:13]=3)[C:6]=2[CH:5]=[C:4]([F:19])[CH:3]=1.P([O-])([O-])([O-])=O.[K+].[K+].[K+].[CH:28]([Si:31]([CH:43]([CH3:45])[CH3:44])([CH:40]([CH3:42])[CH3:41])[N:32]1[CH:36]=[CH:35][C:34](B(O)O)=[CH:33]1)([CH3:30])[CH3:29].C[O:47][CH2:48][CH2:49]OC. Product: [F:19][C:4]1[CH:3]=[C:2]([C:34]2[CH:35]=[CH:36][N:32]([Si:31]([CH:43]([CH3:45])[CH3:44])([CH:40]([CH3:42])[CH3:41])[CH:28]([CH3:30])[CH3:29])[CH:33]=2)[C:10]2[O:9][C:8]([C:48](=[O:47])[CH3:49])=[C:7]([CH2:11][C:12]3[CH:17]=[CH:16][CH:15]=[C:14]([F:18])[CH:13]=3)[C:6]=2[CH:5]=1. The catalyst class is: 263.